This data is from Forward reaction prediction with 1.9M reactions from USPTO patents (1976-2016). The task is: Predict the product of the given reaction. (1) The product is: [F:63][C:37]1[C:36]([O:64][C:65]([F:68])([F:67])[F:66])=[C:35]([C:22]2[CH:21]=[CH:20][C:19]([C:17]3[N:18]=[C:14]([C@@H:4]4[CH2:3][C@H:2]([CH3:1])[CH2:6][N:5]4[C:7]([O:9][C:10]([CH3:11])([CH3:13])[CH3:12])=[O:8])[NH:15][CH:16]=3)=[CH:24][CH:23]=2)[CH:62]=[CH:61][C:38]=1[C:39](=[O:40])[NH:41][C:42]1[CH:43]=[N:44][C:45]([N:48]2[CH2:53][CH2:52][N:51]([C:54](=[O:59])[C:55]([CH3:58])([CH3:57])[CH3:56])[CH2:50][C@H:49]2[CH3:60])=[CH:46][CH:47]=1. Given the reactants [CH3:1][C@@H:2]1[CH2:6][N:5]([C:7]([O:9][C:10]([CH3:13])([CH3:12])[CH3:11])=[O:8])[C@H:4]([C:14]2[NH:15][CH:16]=[C:17]([C:19]3[CH:24]=[CH:23][C:22](B4OC(C)(C)C(C)(C)O4)=[CH:21][CH:20]=3)[N:18]=2)[CH2:3]1.Br[C:35]1[CH:62]=[CH:61][C:38]([C:39]([NH:41][C:42]2[CH:43]=[N:44][C:45]([N:48]3[CH2:53][CH2:52][N:51]([C:54](=[O:59])[C:55]([CH3:58])([CH3:57])[CH3:56])[CH2:50][C@H:49]3[CH3:60])=[CH:46][CH:47]=2)=[O:40])=[C:37]([F:63])[C:36]=1[O:64][C:65]([F:68])([F:67])[F:66].C(=O)([O-])[O-].[K+].[K+], predict the reaction product. (2) Given the reactants Br[C:2]1[C:3](=[O:10])[NH:4][C:5](=[O:9])[N:6]([CH3:8])[N:7]=1.Cl.[N:12]1([C:18]([C:20]2[CH:25]=[CH:24][CH:23]=[CH:22][C:21]=2[C:26]([F:29])([F:28])[F:27])=[O:19])[CH2:17][CH2:16][NH:15][CH2:14][CH2:13]1, predict the reaction product. The product is: [CH3:8][N:6]1[C:5](=[O:9])[NH:4][C:3](=[O:10])[C:2]([N:15]2[CH2:16][CH2:17][N:12]([C:18](=[O:19])[C:20]3[CH:25]=[CH:24][CH:23]=[CH:22][C:21]=3[C:26]([F:29])([F:27])[F:28])[CH2:13][CH2:14]2)=[N:7]1.[C:20]1([CH3:18])[CH:25]=[CH:24][CH:23]=[CH:22][CH:21]=1. (3) Given the reactants C[C:2]1([CH3:10])[CH2:7][CH2:6][CH2:5][C:4]([CH3:9])(C)[NH:3]1.[Li][CH2:12][CH2:13][CH2:14][CH3:15].Cl.[OH-:17].[Na+].[CH2:19]1COCC1, predict the reaction product. The product is: [CH3:9][C:4]1[NH:3][C:2]([C:10]2[CH:19]=[CH:12][CH:13]=[CH:14][CH:15]=2)=[CH:7][C:6](=[O:17])[CH:5]=1. (4) Given the reactants [CH2:1]([N:8]([CH2:17][C:18]1[CH:23]=[CH:22][CH:21]=[CH:20][CH:19]=1)[C@H:9]1[CH2:14][CH2:13][C:12](=[O:15])[C@@H:11]([CH3:16])[CH2:10]1)[C:2]1[CH:7]=[CH:6][CH:5]=[CH:4][CH:3]=1.[CH2:24]([N:31]([CH2:40][C:41]1[CH:46]=[CH:45][CH:44]=[CH:43][CH:42]=1)[C@@H:32]1[CH2:37][CH2:36][C:35](=[O:38])[C@H:34]([CH3:39])[CH2:33]1)[C:25]1[CH:30]=[CH:29][CH:28]=[CH:27][CH:26]=1.CCC(C)[BH-](C(C)CC)C(C)CC.[Li+], predict the reaction product. The product is: [CH2:17]([N:8]([CH2:1][C:2]1[CH:7]=[CH:6][CH:5]=[CH:4][CH:3]=1)[C@H:9]1[CH2:14][CH2:13][C@@H:12]([OH:15])[C@@H:11]([CH3:16])[CH2:10]1)[C:18]1[CH:19]=[CH:20][CH:21]=[CH:22][CH:23]=1.[CH2:40]([N:31]([CH2:24][C:25]1[CH:30]=[CH:29][CH:28]=[CH:27][CH:26]=1)[C@@H:32]1[CH2:37][CH2:36][C@H:35]([OH:38])[C@H:34]([CH3:39])[CH2:33]1)[C:41]1[CH:42]=[CH:43][CH:44]=[CH:45][CH:46]=1. (5) Given the reactants [C:1]([O:5][C:6]([N:8]([CH2:13][CH2:14][S:15][S:16][C:17]([CH3:20])([CH3:19])[CH3:18])[CH2:9][C:10]([OH:12])=[O:11])=[O:7])([CH3:4])([CH3:3])[CH3:2].Br[CH2:22][C:23]#[N:24].CCN(C(C)C)C(C)C.[Cl-].[NH4+], predict the reaction product. The product is: [C:1]([O:5][C:6]([N:8]([CH2:13][CH2:14][S:15][S:16][C:17]([CH3:20])([CH3:19])[CH3:18])[CH2:9][C:10]([O:12][CH2:22][C:23]#[N:24])=[O:11])=[O:7])([CH3:4])([CH3:3])[CH3:2]. (6) Given the reactants C1(P(C2C=CC=CC=2)C2C=CC=CC=2)C=CC=CC=1.[CH3:20][C:21]([CH3:40])([OH:39])[CH2:22][N:23]1[C:35]2[C:34]3[C:29](=[CH:30][CH:31]=[CH:32][CH:33]=3)[N:28]3N=N[N:38]=[C:27]3[C:26]=2[N:25]=[CH:24]1, predict the reaction product. The product is: [NH2:38][C:27]1[C:26]2[N:25]=[CH:24][N:23]([CH2:22][C:21]([CH3:40])([CH3:20])[OH:39])[C:35]=2[C:34]2[CH:33]=[CH:32][CH:31]=[CH:30][C:29]=2[N:28]=1.